This data is from Reaction yield outcomes from USPTO patents with 853,638 reactions. The task is: Predict the reaction yield, written as a fraction of the theoretical maximum amount of product (1.0 means a 100% yield; for example, 0.34 means a 34% yield). The reactants are [NH2:1][C:2]1[CH:3]=[C:4]([S:9]([N:12]2[CH2:16][CH2:15][CH2:14][C@@H:13]2[CH2:17][CH2:18][OH:19])(=[O:11])=[O:10])[CH:5]=[CH:6][C:7]=1[CH3:8].[N:20]([O-])=O.[Na+].[OH-].[Na+]. The catalyst is C(O)(=O)C.O.C(OCC)(=O)C.CCCCCC. The product is [NH:1]1[C:2]2[C:7](=[CH:6][CH:5]=[C:4]([S:9]([N:12]3[CH2:16][CH2:15][CH2:14][C@@H:13]3[CH2:17][CH2:18][OH:19])(=[O:11])=[O:10])[CH:3]=2)[CH:8]=[N:20]1. The yield is 0.710.